Dataset: Reaction yield outcomes from USPTO patents with 853,638 reactions. Task: Predict the reaction yield, written as a fraction of the theoretical maximum amount of product (1.0 means a 100% yield; for example, 0.34 means a 34% yield). The reactants are [CH:1]1([CH2:6][CH:7]([C:11]2[CH:16]=[CH:15][C:14]([F:17])=[C:13]([C:18]([F:21])([F:20])[F:19])[CH:12]=2)[C:8]([OH:10])=O)[CH2:5][CH2:4][CH2:3][CH2:2]1.C(Cl)(=O)C(Cl)=O.[CH2:28]([O:30][C:31](=[O:39])[CH2:32][C:33]1[N:34]=[C:35]([NH2:38])[S:36][CH:37]=1)[CH3:29].C(N(CC)C(C)C)(C)C. The catalyst is C(Cl)Cl.CN(C)C=O.O1CCCC1. The product is [CH2:28]([O:30][C:31](=[O:39])[CH2:32][C:33]1[N:34]=[C:35]([NH:38][C:8](=[O:10])[CH:7]([C:11]2[CH:16]=[CH:15][C:14]([F:17])=[C:13]([C:18]([F:21])([F:19])[F:20])[CH:12]=2)[CH2:6][CH:1]2[CH2:5][CH2:4][CH2:3][CH2:2]2)[S:36][CH:37]=1)[CH3:29]. The yield is 0.537.